From a dataset of Peptide-MHC class I binding affinity with 185,985 pairs from IEDB/IMGT. Regression. Given a peptide amino acid sequence and an MHC pseudo amino acid sequence, predict their binding affinity value. This is MHC class I binding data. (1) The MHC is HLA-A02:01 with pseudo-sequence HLA-A02:01. The peptide sequence is ITYQVPFSV. The binding affinity (normalized) is 0.677. (2) The peptide sequence is KAIDFLLQR. The MHC is HLA-A03:01 with pseudo-sequence HLA-A03:01. The binding affinity (normalized) is 0.0509. (3) The peptide sequence is SVFELSNFA. The MHC is HLA-A66:01 with pseudo-sequence HLA-A66:01. The binding affinity (normalized) is 0.213. (4) The peptide sequence is RMFEKSTHH. The MHC is HLA-B07:02 with pseudo-sequence HLA-B07:02. The binding affinity (normalized) is 0.0847. (5) The peptide sequence is VSRDFDDVY. The MHC is HLA-B15:17 with pseudo-sequence HLA-B15:17. The binding affinity (normalized) is 0.0847.